From a dataset of Reaction yield outcomes from USPTO patents with 853,638 reactions. Predict the reaction yield, written as a fraction of the theoretical maximum amount of product (1.0 means a 100% yield; for example, 0.34 means a 34% yield). (1) The reactants are C1C(=O)N([Br:8])C(=O)C1.[Br:9][C:10]1[CH:18]=[CH:17][C:13]2[CH2:14][CH2:15][O:16][C:12]=2[CH:11]=1.O. The catalyst is CC#N. The product is [Br:8][C:18]1[C:10]([Br:9])=[CH:11][C:12]2[O:16][CH2:15][CH2:14][C:13]=2[CH:17]=1. The yield is 0.930. (2) The reactants are [CH3:1][C:2]1[O:6][C:5]([C:7]2[CH:8]=[N:9][NH:10][C:11]=2[NH2:12])=[N:4][CH:3]=1.CC1C=CC(S(O)(=O)=O)=CC=1.[CH2:24]([N:26]1[C:34]2[C:29](=[CH:30][C:31]([C:35](=O)[CH2:36][C:37](OCC)=[O:38])=[CH:32][CH:33]=2)[C:28]([CH3:43])=[N:27]1)[CH3:25]. The catalyst is CCCCO.CO. The product is [CH2:24]([N:26]1[C:34]2[C:29](=[CH:30][C:31]([C:35]3[NH:12][C:11]4[N:10]([N:9]=[CH:8][C:7]=4[C:5]4[O:6][C:2]([CH3:1])=[CH:3][N:4]=4)[C:37](=[O:38])[CH:36]=3)=[CH:32][CH:33]=2)[C:28]([CH3:43])=[N:27]1)[CH3:25]. The yield is 0.210. (3) The reactants are [NH2:1][C@@H:2]([C@H:5]([CH2:11][CH3:12])[CH2:6][C:7]([F:10])([F:9])[F:8])[CH2:3][OH:4].C(N(CC)CC)C.[Cl:20][C:21]1[S:25][C:24]([S:26](Cl)(=[O:28])=[O:27])=[CH:23][CH:22]=1. The catalyst is C(Cl)Cl. The product is [Cl:20][C:21]1[S:25][C:24]([S:26]([NH:1][C@H:2]([CH2:3][OH:4])[C@H:5]([CH2:11][CH3:12])[CH2:6][C:7]([F:8])([F:9])[F:10])(=[O:28])=[O:27])=[CH:23][CH:22]=1. The yield is 0.530. (4) The reactants are [CH3:1][CH:2]([CH3:47])[C@H:3]([NH:42][C:43](=[O:46])[O:44][CH3:45])[C:4]([N:6]1[CH2:10][C@@H:9]([CH3:11])[CH2:8][C@H:7]1[C:12]1[NH:16][C:15]2[C:17]3[C:22]([CH:23]=[CH:24][C:14]=2[N:13]=1)=[CH:21][C:20]1[C:25]2[C:30]([CH2:31][O:32][C:19]=1[CH:18]=3)=[CH:29][C:28](B1OC(C)(C)C(C)(C)O1)=[CH:27][CH:26]=2)=[O:5].Br[C:49]1[NH:53][C:52]([C@@H:54]2[CH2:58][CH2:57][CH2:56][N:55]2[C:59]([O:61][C:62]([CH3:65])([CH3:64])[CH3:63])=[O:60])=[N:51][CH:50]=1.C([O-])([O-])=O.[K+].[K+]. The catalyst is COCCOC.C1C=CC([P]([Pd]([P](C2C=CC=CC=2)(C2C=CC=CC=2)C2C=CC=CC=2)([P](C2C=CC=CC=2)(C2C=CC=CC=2)C2C=CC=CC=2)[P](C2C=CC=CC=2)(C2C=CC=CC=2)C2C=CC=CC=2)(C2C=CC=CC=2)C2C=CC=CC=2)=CC=1.C1C=CC(P(C2C=CC=CC=2)[C-]2C=CC=C2)=CC=1.C1C=CC(P(C2C=CC=CC=2)[C-]2C=CC=C2)=CC=1.Cl[Pd]Cl.[Fe+2]. The product is [CH3:45][O:44][C:43]([NH:42][C@H:3]([C:4]([N:6]1[CH2:10][C@@H:9]([CH3:11])[CH2:8][C@H:7]1[C:12]1[NH:16][C:15]2[C:17]3[C:22]([CH:23]=[CH:24][C:14]=2[N:13]=1)=[CH:21][C:20]1[C:25]2[C:30]([CH2:31][O:32][C:19]=1[CH:18]=3)=[CH:29][C:28]([C:49]1[NH:53][C:52]([C@@H:54]3[CH2:58][CH2:57][CH2:56][N:55]3[C:59]([O:61][C:62]([CH3:65])([CH3:64])[CH3:63])=[O:60])=[N:51][CH:50]=1)=[CH:27][CH:26]=2)=[O:5])[CH:2]([CH3:1])[CH3:47])=[O:46]. The yield is 0.240. (5) The reactants are Br[CH2:2][C:3]([C:5]1[C:6]([OH:12])=[N:7][CH:8]=[C:9]([Br:11])[CH:10]=1)=O.[NH2:13][C:14]1[CH:19]=[CH:18][CH:17]=[CH:16][N:15]=1. The catalyst is CCO. The product is [Br:11][C:9]1[CH:10]=[C:5]([C:3]2[N:13]=[C:14]3[CH:19]=[CH:18][CH:17]=[CH:16][N:15]3[CH:2]=2)[C:6]([OH:12])=[N:7][CH:8]=1. The yield is 0.670. (6) The reactants are [CH3:1][O:2][C:3]1[CH:8]=[CH:7][C:6]([NH:9][C:10]2[CH:18]=[CH:17][CH:16]=[C:12]([C:13]([OH:15])=O)[C:11]=2[C:19]([OH:21])=O)=[CH:5][CH:4]=1.Cl.[NH2:23][CH:24]1[CH2:30][CH2:29][C:28](=[O:31])[NH:27][C:25]1=[O:26]. The catalyst is N1C=CC=CC=1. The product is [O:26]=[C:25]1[CH:24]([N:23]2[C:19](=[O:21])[C:11]3[C:12](=[CH:16][CH:17]=[CH:18][C:10]=3[NH:9][C:6]3[CH:5]=[CH:4][C:3]([O:2][CH3:1])=[CH:8][CH:7]=3)[C:13]2=[O:15])[CH2:30][CH2:29][C:28](=[O:31])[NH:27]1. The yield is 0.840. (7) The reactants are [Cl:1][C:2]1[CH:28]=[C:27]([Cl:29])[CH:26]=[CH:25][C:3]=1[C:4]([C:6]1[O:7][C:8]2[CH:15]=[C:14]([C:16]3[CH:17]=[C:18]([CH:22]=[CH:23][CH:24]=3)[C:19](O)=[O:20])[CH:13]=[CH:12][C:9]=2[C:10]=1[CH3:11])=[O:5].[CH3:30][O:31][CH2:32][CH2:33][NH2:34].CCN=C=NCCCN(C)C.C(N(CC)C(C)C)(C)C. The catalyst is ClCCl.CN(C1C=CN=CC=1)C. The product is [Cl:1][C:2]1[CH:28]=[C:27]([Cl:29])[CH:26]=[CH:25][C:3]=1[C:4]([C:6]1[O:7][C:8]2[CH:15]=[C:14]([C:16]3[CH:17]=[C:18]([CH:22]=[CH:23][CH:24]=3)[C:19]([NH:34][CH2:33][CH2:32][O:31][CH3:30])=[O:20])[CH:13]=[CH:12][C:9]=2[C:10]=1[CH3:11])=[O:5]. The yield is 0.250. (8) The reactants are Cl.[CH3:2][N:3]([CH3:32])[C:4]1([C:26]2[CH:31]=[CH:30][CH:29]=[CH:28][CH:27]=2)[CH2:9][CH2:8][C:7](=[CH:10][C:11]([NH:13][CH2:14][CH2:15][CH2:16][C:17]2[C:25]3[C:20](=[CH:21][CH:22]=[CH:23][CH:24]=3)[NH:19][CH:18]=2)=[O:12])[CH2:6][CH2:5]1. The catalyst is [Pd].CO. The product is [CH3:32][N:3]([CH3:2])[C:4]1([C:26]2[CH:31]=[CH:30][CH:29]=[CH:28][CH:27]=2)[CH2:9][CH2:8][CH:7]([CH2:10][C:11]([NH:13][CH2:14][CH2:15][CH2:16][C:17]2[C:25]3[C:20](=[CH:21][CH:22]=[CH:23][CH:24]=3)[NH:19][CH:18]=2)=[O:12])[CH2:6][CH2:5]1. The yield is 0.290.